Dataset: Full USPTO retrosynthesis dataset with 1.9M reactions from patents (1976-2016). Task: Predict the reactants needed to synthesize the given product. (1) Given the product [Br:50][C:51]1[CH:52]=[CH:53][C:54]2[O:63][C:62]3[C:61](=[O:64])[NH:60][C:59]([C@@H:65]4[CH2:69][CH2:68][CH2:67][NH:66]4)=[N:58][C:57]=3[C:55]=2[CH:56]=1, predict the reactants needed to synthesize it. The reactants are: BrC1C=CC2OC3C(=O)NC(C4CCNCC4)=NC=3C=2C=1.BrC1C=CC2OC3C(=O)NC(C4CCN(C(OC(C)(C)C)=O)CC4)=NC=3C=2C=1.[Br:50][C:51]1[CH:52]=[CH:53][C:54]2[O:63][C:62]3[C:61](=[O:64])[NH:60][C:59]([C@@H:65]4[CH2:69][CH2:68][CH2:67][N:66]4C(OC(C)(C)C)=O)=[N:58][C:57]=3[C:55]=2[CH:56]=1. (2) Given the product [C:17]([O:16][C:14]([N:7]1[CH:8]([C:10]([F:11])([F:12])[F:13])[CH2:9][N:4]2[N:3]=[C:2]([I:1])[C:21]([C:22]([OH:24])=[O:23])=[C:5]2[CH2:6]1)=[O:15])([CH3:20])([CH3:18])[CH3:19], predict the reactants needed to synthesize it. The reactants are: [I:1][C:2]1[C:21]([C:22]([O:24]CC)=[O:23])=[C:5]2[CH2:6][N:7]([C:14]([O:16][C:17]([CH3:20])([CH3:19])[CH3:18])=[O:15])[CH:8]([C:10]([F:13])([F:12])[F:11])[CH2:9][N:4]2[N:3]=1.[OH-].[Na+]. (3) Given the product [Cl:1][C:2]1[CH:3]=[CH:4][C:5]([O:6][C:7]2[CH:8]=[CH:9][C:10]([N:13]3[C@@H:17]([C:18]4[CH:23]=[CH:22][CH:21]=[CH:20][CH:19]=4)[C@H:16]([CH2:24][NH:25][S:36]([CH3:39])(=[O:38])=[O:37])[O:15][C:14]3=[O:26])=[CH:11][CH:12]=2)=[CH:27][CH:28]=1, predict the reactants needed to synthesize it. The reactants are: [Cl:1][C:2]1[CH:28]=[CH:27][C:5]([O:6][C:7]2[CH:12]=[CH:11][C:10]([N:13]3[C@@H:17]([C:18]4[CH:23]=[CH:22][CH:21]=[CH:20][CH:19]=4)[C@H:16]([CH2:24][NH2:25])[O:15][C:14]3=[O:26])=[CH:9][CH:8]=2)=[CH:4][CH:3]=1.C(N(CC)CC)C.[S:36](Cl)([CH3:39])(=[O:38])=[O:37]. (4) Given the product [CH3:8][N:4]1[C:3](=[O:9])[C:2]([NH:1][C:28]([N:20]2[CH2:21][CH2:22][CH:17]([O:16][C:11]3[CH:12]=[CH:13][CH:14]=[CH:15][C:10]=3[CH3:23])[CH2:18][CH2:19]2)=[O:29])=[CH:7][CH:6]=[N:5]1, predict the reactants needed to synthesize it. The reactants are: [NH2:1][C:2]1[C:3](=[O:9])[N:4]([CH3:8])[N:5]=[CH:6][CH:7]=1.[C:10]1([CH3:23])[CH:15]=[CH:14][CH:13]=[CH:12][C:11]=1[O:16][CH:17]1[CH2:22][CH2:21][NH:20][CH2:19][CH2:18]1.Cl.FC(F)(F)C1C=CC=C[C:28]=1[O:29]C1CCNCC1.